From a dataset of Full USPTO retrosynthesis dataset with 1.9M reactions from patents (1976-2016). Predict the reactants needed to synthesize the given product. Given the product [Cl:28][C:21]1[C:22]([C:24]([F:27])([F:25])[F:26])=[CH:23][C:18]([O:1][CH:2]2[CH2:7][CH2:6][N:5]([C:8]([O:10][C:11]([CH3:14])([CH3:13])[CH3:12])=[O:9])[CH2:4][C:3]2([CH3:16])[CH3:15])=[N:19][CH:20]=1, predict the reactants needed to synthesize it. The reactants are: [OH:1][CH:2]1[CH2:7][CH2:6][N:5]([C:8]([O:10][C:11]([CH3:14])([CH3:13])[CH3:12])=[O:9])[CH2:4][C:3]1([CH3:16])[CH3:15].Cl[C:18]1[CH:23]=[C:22]([C:24]([F:27])([F:26])[F:25])[C:21]([Cl:28])=[CH:20][N:19]=1.C(=O)([O-])[O-].[Cs+].[Cs+].